Dataset: Full USPTO retrosynthesis dataset with 1.9M reactions from patents (1976-2016). Task: Predict the reactants needed to synthesize the given product. (1) Given the product [F:1][C:2]1[CH:3]=[CH:4][C:5]([N+:9]([O-:11])=[O:10])=[C:6]([O:8][CH2:12][C:13]2[CH:18]=[CH:17][CH:16]=[CH:15][CH:14]=2)[CH:7]=1, predict the reactants needed to synthesize it. The reactants are: [F:1][C:2]1[CH:3]=[CH:4][C:5]([N+:9]([O-:11])=[O:10])=[C:6]([OH:8])[CH:7]=1.[CH2:12](I)[C:13]1[CH:18]=[CH:17][CH:16]=[CH:15][CH:14]=1.C(=O)([O-])[O-].[K+].[K+]. (2) Given the product [NH2:31][C:17]1[N:18]([CH3:21])[C:19](=[O:20])[C@:5]2([N:16]=1)[C:4]1[CH:3]=[C:2]([Br:1])[CH:11]=[CH:10][C:9]=1[O:8][C@H:7]1[CH2:12][CH2:13][O:14][CH2:15][C@H:6]21, predict the reactants needed to synthesize it. The reactants are: [Br:1][C:2]1[CH:11]=[CH:10][C:9]2[O:8][C@H:7]3[CH2:12][CH2:13][O:14][CH2:15][C@@H:6]3[C@:5]3([C:19](=[O:20])[N:18]([CH3:21])[C:17](=S)[NH:16]3)[C:4]=2[CH:3]=1.CO.C(OO)(C)(C)C.[NH4+:31].[OH-]. (3) Given the product [Cl:25][C:20]1[CH:19]=[C:18]([C@@H:12]2[O:11][CH2:10][CH2:9][N:8]([C:6]([O:5][C:1]([CH3:4])([CH3:3])[CH3:2])=[O:7])[CH2:14][C@H:13]2[NH:45][C:48]([O:54][CH2:53][CH2:52][Si:51]([CH3:56])([CH3:55])[CH3:50])=[O:33])[CH:23]=[CH:22][C:21]=1[Cl:24], predict the reactants needed to synthesize it. The reactants are: [C:1]([O:5][C:6]([N:8]1[CH2:14][C@@H:13](C(O)=O)[C@H:12]([C:18]2[CH:23]=[CH:22][C:21]([Cl:24])=[C:20]([Cl:25])[CH:19]=2)[O:11][CH2:10][CH2:9]1)=[O:7])([CH3:4])([CH3:3])[CH3:2].C1(P(N=[N+]=[N-])(C2C=CC=CC=2)=[O:33])C=CC=CC=1.C([N:45]([CH2:48]C)CC)C.[CH3:50][Si:51]([CH3:56])([CH3:55])[CH2:52][CH2:53][OH:54]. (4) Given the product [Cl:9][C:5]1[CH:6]=[C:7]([Cl:8])[C:2]2[N:3]([CH:11]=[C:12]([C:14]3[CH:19]=[CH:18][CH:17]=[C:16]([O:20][CH3:21])[CH:15]=3)[N:1]=2)[CH:4]=1, predict the reactants needed to synthesize it. The reactants are: [NH2:1][C:2]1[C:7]([Cl:8])=[CH:6][C:5]([Cl:9])=[CH:4][N:3]=1.Br[CH2:11][C:12]([C:14]1[CH:19]=[CH:18][CH:17]=[C:16]([O:20][CH3:21])[CH:15]=1)=O.[OH-].[Na+]. (5) Given the product [F:1][C:2]1[CH:3]=[CH:4][C:5]([CH:8]2[CH2:12][CH2:11][CH2:10][N:9]2[C:13]2[CH:18]=[CH:17][N:16]=[C:15]([NH:19][C:20]([NH2:28])=[O:27])[CH:14]=2)=[CH:6][CH:7]=1, predict the reactants needed to synthesize it. The reactants are: [F:1][C:2]1[CH:7]=[CH:6][C:5]([CH:8]2[CH2:12][CH2:11][CH2:10][N:9]2[C:13]2[CH:18]=[CH:17][N:16]=[C:15]([NH2:19])[CH:14]=2)=[CH:4][CH:3]=1.[C:20]([N:28]=C=O)(=[O:27])C1C=CC=CC=1.C(O)C.C(=O)([O-])[O-].[K+].[K+]. (6) The reactants are: [C:1]([N:8]1[CH:13]([C:14](=[O:22])[C:15](=[O:21])[C:16]([CH3:20])([CH3:19])[CH2:17][CH3:18])[CH2:12][CH2:11][CH2:10][NH:9]1)(=[O:7])[CH2:2][CH2:3][CH2:4][C:5]#[CH:6].I[C:24]1[CH:25]=[N:26][CH:27]=[CH:28][CH:29]=1. Given the product [CH3:20][C:16]([CH3:19])([CH2:17][CH3:18])[C:15](=[O:21])[C:14]([CH:13]1[CH2:12][CH2:11][CH2:10][NH:9][N:8]1[C:1](=[O:7])[CH2:2][CH2:3][CH2:4][C:5]#[C:6][C:24]1[CH:25]=[N:26][CH:27]=[CH:28][CH:29]=1)=[O:22], predict the reactants needed to synthesize it.